From a dataset of Peptide-MHC class II binding affinity with 134,281 pairs from IEDB. Regression. Given a peptide amino acid sequence and an MHC pseudo amino acid sequence, predict their binding affinity value. This is MHC class II binding data. (1) The peptide sequence is VKVLCPYMPKVIEKMELL. The MHC is DRB1_1501 with pseudo-sequence DRB1_1501. The binding affinity (normalized) is 0.423. (2) The peptide sequence is YVDRFFKTLRAEQATQDV. The MHC is DRB1_0901 with pseudo-sequence DRB1_0901. The binding affinity (normalized) is 0.511. (3) The peptide sequence is RSLSNKIKQKTKQIG. The MHC is HLA-DQA10501-DQB10303 with pseudo-sequence HLA-DQA10501-DQB10303. The binding affinity (normalized) is 0.